Dataset: Forward reaction prediction with 1.9M reactions from USPTO patents (1976-2016). Task: Predict the product of the given reaction. (1) The product is: [CH3:1][O:2][C:3]1[CH:4]=[C:5]2[C:10](=[CH:11][CH:12]=1)[C:9]([O:13][C:14]1[CH:19]=[CH:18][C:17]([O:20][CH2:21][CH2:22][N:23]3[CH2:24][CH2:25][CH2:26][CH2:27][CH2:28]3)=[CH:16][CH:15]=1)=[C:8]([C:39]1[CH:44]=[CH:43][C:42]([CH2:48][OH:51])=[CH:41][CH:40]=1)[CH:7]=[CH:6]2. Given the reactants [CH3:1][O:2][C:3]1[CH:4]=[C:5]2[C:10](=[CH:11][CH:12]=1)[C:9]([O:13][C:14]1[CH:19]=[CH:18][C:17]([O:20][CH2:21][CH2:22][N:23]3[CH2:28][CH2:27][CH2:26][CH2:25][CH2:24]3)=[CH:16][CH:15]=1)=[C:8](OS(C(F)(F)F)(=O)=O)[CH:7]=[CH:6]2.OC[C:39]1[CH:44]=[CH:43][C:42](B(O)O)=[CH:41][CH:40]=1.[C:48]([O-:51])([O-])=O.[K+].[K+].[Li+].[Cl-].ClCCl, predict the reaction product. (2) Given the reactants [CH2:1]([O:8][C:9]1[C:17]([O:18][CH3:19])=[CH:16][C:12]([C:13]([OH:15])=O)=[CH:11][C:10]=1[O:20][CH3:21])[C:2]1[CH:7]=[CH:6][CH:5]=[CH:4][CH:3]=1.[F:22][C@H:23]1[CH2:27][NH:26][C@H:25]([C:28]([OH:30])=[O:29])[CH2:24]1, predict the reaction product. The product is: [CH2:1]([O:8][C:9]1[C:10]([O:20][CH3:21])=[CH:11][C:12]([C:13]([N:26]2[CH2:27][C@H:23]([F:22])[CH2:24][C@H:25]2[C:28]([OH:30])=[O:29])=[O:15])=[CH:16][C:17]=1[O:18][CH3:19])[C:2]1[CH:3]=[CH:4][CH:5]=[CH:6][CH:7]=1. (3) Given the reactants [CH2:1]([O:8][C:9]1[CH:10]=[C:11]([CH:31]=[CH:32][CH:33]=1)[CH2:12][O:13][C:14]1[C:19]2[CH:20]=[C:21]([C:23](=O)[CH2:24]Br)[O:22][C:18]=2[CH:17]=[C:16]([NH:27][C:28](=[O:30])[CH3:29])[CH:15]=1)[C:2]1[CH:7]=[CH:6][CH:5]=[CH:4][CH:3]=1.[Br:34][C:35]1[S:39][C:38]([NH2:40])=[N:37][N:36]=1.C([O-])(O)=O.[Na+], predict the reaction product. The product is: [CH2:1]([O:8][C:9]1[CH:10]=[C:11]([CH:31]=[CH:32][CH:33]=1)[CH2:12][O:13][C:14]1[C:19]2[CH:20]=[C:21]([C:23]3[N:40]=[C:38]4[N:37]([CH:24]=3)[N:36]=[C:35]([Br:34])[S:39]4)[O:22][C:18]=2[CH:17]=[C:16]([NH:27][C:28](=[O:30])[CH3:29])[CH:15]=1)[C:2]1[CH:7]=[CH:6][CH:5]=[CH:4][CH:3]=1. (4) Given the reactants [C:1]([OH:9])(=O)[C:2]1[CH:7]=[CH:6][CH:5]=[CH:4][CH:3]=1.C(Cl)(=O)C(Cl)=O.[NH2:16][CH2:17][CH2:18][CH2:19][Si:20]([CH3:31])([O:26][Si:27]([CH3:30])([CH3:29])[CH3:28])[O:21][Si:22]([CH3:25])([CH3:24])[CH3:23].C(N(C(C)C)CC)(C)C, predict the reaction product. The product is: [CH3:31][Si:20]([CH2:19][CH2:18][CH2:17][NH:16][C:1](=[O:9])[C:2]1[CH:3]=[CH:4][CH:5]=[CH:6][CH:7]=1)([O:26][Si:27]([CH3:30])([CH3:29])[CH3:28])[O:21][Si:22]([CH3:23])([CH3:24])[CH3:25].